This data is from Reaction yield outcomes from USPTO patents with 853,638 reactions. The task is: Predict the reaction yield, written as a fraction of the theoretical maximum amount of product (1.0 means a 100% yield; for example, 0.34 means a 34% yield). The reactants are [Cl:1][C:2]1[CH:18]=[CH:17][C:5]2[CH2:6][CH2:7][N:8]([C:11](=[O:16])[C:12]([F:15])([F:14])[F:13])[CH2:9][CH2:10][C:4]=2[C:3]=1OS(C(F)(F)F)(=O)=O.C1C=CC(P(C2C(C3C(P(C4C=CC=CC=4)C4C=CC=CC=4)=CC=C4C=3C=CC=C4)=C3C(C=CC=C3)=CC=2)C2C=CC=CC=2)=CC=1.[F:73][C:74]1[CH:81]=[C:80]([F:82])[CH:79]=[CH:78][C:75]=1[CH2:76][NH2:77].C(=O)([O-])[O-].[Cs+].[Cs+]. The catalyst is C1(C)C=CC=CC=1.C([O-])(=O)C.[Pd+2].C([O-])(=O)C. The product is [Cl:1][C:2]1[CH:18]=[CH:17][C:5]2[CH2:6][CH2:7][N:8]([C:11](=[O:16])[C:12]([F:14])([F:15])[F:13])[CH2:9][CH2:10][C:4]=2[C:3]=1[NH:77][CH2:76][C:75]1[CH:78]=[CH:79][C:80]([F:82])=[CH:81][C:74]=1[F:73]. The yield is 0.760.